From a dataset of Forward reaction prediction with 1.9M reactions from USPTO patents (1976-2016). Predict the product of the given reaction. Given the reactants [F:1][C:2]1[CH:21]=[CH:20][C:5]2[C:6]([C:9]3[CH:14]=[CH:13][C:12]([O:15][CH2:16][C@@H:17]4[CH2:19][O:18]4)=[CH:11][CH:10]=3)=[N:7][O:8][C:4]=2[CH:3]=1.[CH3:22][N:23]([CH3:26])C=O, predict the reaction product. The product is: [CH2:22]1[C:20]2[C:5](=[CH:4][CH:3]=[CH:2][CH:21]=2)[CH2:6][CH2:26][N:23]1[CH2:19][C@H:17]([OH:18])[CH2:16][O:15][C:12]1[CH:13]=[CH:14][C:9]([C:6]2[C:5]3[CH:20]=[CH:21][C:2]([F:1])=[CH:3][C:4]=3[O:8][N:7]=2)=[CH:10][CH:11]=1.